This data is from Reaction yield outcomes from USPTO patents with 853,638 reactions. The task is: Predict the reaction yield, written as a fraction of the theoretical maximum amount of product (1.0 means a 100% yield; for example, 0.34 means a 34% yield). (1) The reactants are [N:1]1[C:6]2[NH:7][CH:8]=[CH:9][C:5]=2[C:4](O)=[CH:3][N:2]=1.P(Br)(Br)[Br:12].C([O-])(O)=O.[Na+]. The catalyst is CN(C=O)C. The product is [Br:12][C:4]1[C:5]2[CH:9]=[CH:8][NH:7][C:6]=2[N:1]=[N:2][CH:3]=1. The yield is 0.380. (2) The reactants are Cl[C:2]1[N:7]=[C:6]([NH:8][C:9]2[CH:14]=[CH:13][C:12]3[O:15][CH2:16][CH2:17][O:18][C:11]=3[CH:10]=2)[C:5]([F:19])=[CH:4][N:3]=1.[NH2:20][C:21]1[CH:22]=[N:23][CH:24]=[CH:25][CH:26]=1.CC(C)([O-])C.[Na+].C1C=CC(P(C2C=CC3C(=CC=CC=3)C=2C2C3C(=CC=CC=3)C=CC=2P(C2C=CC=CC=2)C2C=CC=CC=2)C2C=CC=CC=2)=CC=1.C(N(CC)C(C)C)(C)C. The catalyst is C1(C)C=CC=CC=1.C([O-])(=O)C.[Pd+2].C([O-])(=O)C. The product is [CH2:17]1[CH2:16][O:15][C:12]2[CH:13]=[CH:14][C:9]([NH:8][C:6]3[C:5]([F:19])=[CH:4][N:3]=[C:2]([NH:20][C:21]4[CH:22]=[N:23][CH:24]=[CH:25][CH:26]=4)[N:7]=3)=[CH:10][C:11]=2[O:18]1. The yield is 0.140. (3) The reactants are [B-](F)(F)(F)F.[B-](F)(F)(F)F.C1[N+]2(CCl)CC[N+]([F:21])(CC2)C1.[CH2:22]([O:24][C:25](=[O:38])[C:26]1[CH:31]=[C:30]([C:32]([F:35])([F:34])[F:33])[C:29]([Cl:36])=[CH:28][C:27]=1[NH2:37])[CH3:23]. The catalyst is C(#N)C. The product is [CH2:22]([O:24][C:25](=[O:38])[C:26]1[CH:31]=[C:30]([C:32]([F:35])([F:34])[F:33])[C:29]([Cl:36])=[C:28]([F:21])[C:27]=1[NH2:37])[CH3:23]. The yield is 0.270. (4) The reactants are [CH3:1][N:2]1[CH:6]=[C:5]([C:7](=O)[CH2:8][C:9]2[CH:13]=[CH:12][S:11][CH:10]=2)[CH:4]=[N:3]1.[CH:15]([C:17]1[CH:26]=[CH:25][C:20]([C:21]([O:23]C)=[O:22])=[C:19]([OH:27])[CH:18]=1)=O.[CH3:28][C:29]1(C)[O:36]C(=O)CC(=O)O1.C([O-])(C)=O.[NH4+:42]. The catalyst is CC(O)=O. The product is [OH:27][C:19]1[CH:18]=[C:17]([CH:15]2[C:8]([C:9]3[CH:13]=[CH:12][S:11][CH:10]=3)=[C:7]([C:5]3[CH:4]=[N:3][N:2]([CH3:1])[CH:6]=3)[NH:42][C:29](=[O:36])[CH2:28]2)[CH:26]=[CH:25][C:20]=1[C:21]([OH:23])=[O:22]. The yield is 0.0800. (5) The reactants are [I:1][C:2]1[CH:8]=[C:7]([CH2:9][CH:10]2[CH2:15][CH2:14][O:13][CH2:12][CH2:11]2)[CH:6]=[CH:5][C:3]=1[NH2:4].C([O:18][CH:19]=[C:20]([C:26](OCC)=O)[C:21]([O:23][CH2:24][CH3:25])=[O:22])C. The catalyst is C1(OC2C=CC=CC=2)C=CC=CC=1. The product is [OH:18][C:19]1[C:5]2[C:3](=[C:2]([I:1])[CH:8]=[C:7]([CH2:9][CH:10]3[CH2:11][CH2:12][O:13][CH2:14][CH2:15]3)[CH:6]=2)[N:4]=[CH:26][C:20]=1[C:21]([O:23][CH2:24][CH3:25])=[O:22]. The yield is 0.580. (6) The reactants are [Br:1][CH2:2][C:3](Br)=[O:4].[F:6][C:7]1[CH:8]=[C:9]([CH:11]=[CH:12][CH:13]=1)[NH2:10]. The catalyst is CCOC(C)=O. The product is [Br:1][CH2:2][C:3]([NH:10][C:9]1[CH:11]=[CH:12][CH:13]=[C:7]([F:6])[CH:8]=1)=[O:4]. The yield is 0.920. (7) The reactants are C1CCCCC=1.[N:7]([CH:10]([C:14]1[C:15]([Cl:25])=[N:16][C:17]2[C:22]([CH:23]=1)=[CH:21][CH:20]=[C:19]([F:24])[CH:18]=2)[CH2:11][CH:12]=[CH2:13])=[N+]=[N-]. The catalyst is C1COCC1. The product is [Cl:25][C:15]1[C:14]([CH:10]2[CH2:11][CH2:12][CH2:13][NH:7]2)=[CH:23][C:22]2[C:17](=[CH:18][C:19]([F:24])=[CH:20][CH:21]=2)[N:16]=1. The yield is 0.750.